From a dataset of CYP1A2 inhibition data for predicting drug metabolism from PubChem BioAssay. Regression/Classification. Given a drug SMILES string, predict its absorption, distribution, metabolism, or excretion properties. Task type varies by dataset: regression for continuous measurements (e.g., permeability, clearance, half-life) or binary classification for categorical outcomes (e.g., BBB penetration, CYP inhibition). Dataset: cyp1a2_veith. (1) The drug is O=C(CSc1ccc(Cl)cc1)Nc1cccc(-c2nc3ncccc3o2)c1. The result is 1 (inhibitor). (2) The compound is O=C(Nc1ccccc1)N1CCC2(CC1)CCN(C(=O)c1csnn1)CC2. The result is 0 (non-inhibitor). (3) The compound is CCN1C(=O)C=CC1=O. The result is 0 (non-inhibitor). (4) The drug is Clc1ccc(-c2nnc(-c3cccc4ccccc34)o2)cc1Cl. The result is 1 (inhibitor). (5) The drug is COc1ccccc1CNc1cc(-c2ccoc2)ncn1. The result is 1 (inhibitor). (6) The molecule is O=C(c1csnn1)N1CCC2(CC1)CCN(c1ncccn1)CC2. The result is 0 (non-inhibitor).